From a dataset of Catalyst prediction with 721,799 reactions and 888 catalyst types from USPTO. Predict which catalyst facilitates the given reaction. (1) Reactant: [F:1][C:2]1[CH:7]=[CH:6][C:5]([N:8]2[CH2:13][CH2:12][N:11]([S:14]([CH3:17])(=[O:16])=[O:15])[CH2:10][CH2:9]2)=[CH:4][CH:3]=1.C[Si]([N-][Si](C)(C)C)(C)C.[Li+].C(OP(Cl)(OCC)=O)C.[CH3:37][C:38]([CH3:50])([CH2:41][C:42]#[C:43][C:44]1[CH:49]=[CH:48][CH:47]=[CH:46][CH:45]=1)[CH:39]=O.[NH2:51][OH:52]. Product: [F:1][C:2]1[CH:3]=[CH:4][C:5]([N:8]2[CH2:13][CH2:12][N:11]([S:14]([CH2:17][CH:39]([NH:51][OH:52])[C:38]([CH3:37])([CH3:50])[CH2:41][C:42]#[C:43][C:44]3[CH:49]=[CH:48][CH:47]=[CH:46][CH:45]=3)(=[O:15])=[O:16])[CH2:10][CH2:9]2)=[CH:6][CH:7]=1. The catalyst class is: 1. (2) Reactant: Br[CH2:2][C:3]1[CH:4]=[C:5]([CH2:10][CH2:11][OH:12])[CH:6]=[C:7]([F:9])[CH:8]=1.FC(F)(F)C(O)=O.[F:20][C:21]([F:36])([F:35])[C:22]([N:24]1[CH2:29][C:28]2([CH2:34][CH2:33][NH:32][CH2:31][CH2:30]2)[O:27][CH2:26][CH2:25]1)=[O:23].C(N(CC)CC)C. Product: [F:36][C:21]([F:20])([F:35])[C:22]([N:24]1[CH2:29][C:28]2([CH2:34][CH2:33][N:32]([CH2:2][C:3]3[CH:4]=[C:5]([CH2:10][CH2:11][OH:12])[CH:6]=[C:7]([F:9])[CH:8]=3)[CH2:31][CH2:30]2)[O:27][CH2:26][CH2:25]1)=[O:23]. The catalyst class is: 10. (3) Reactant: [C:1]([O:5][C:6]([N:8]1[CH2:13][CH2:12][C:11]2[N:14]([CH2:18][O:19][CH2:20][CH2:21][Si:22]([CH3:25])([CH3:24])[CH3:23])[N:15]=[C:16](Br)[C:10]=2[CH2:9]1)=[O:7])([CH3:4])([CH3:3])[CH3:2].C([Sn](CCCC)(CCCC)[C:31]1[S:32][CH:33]=[CH:34][N:35]=1)CCC.CC(C1C=C(C(C)C)C(C2C=CC=CC=2P(C2CCCCC2)C2CCCCC2)=C(C(C)C)C=1)C. Product: [S:32]1[CH:33]=[CH:34][N:35]=[C:31]1[C:16]1[C:10]2[CH2:9][N:8]([C:6]([O:5][C:1]([CH3:4])([CH3:3])[CH3:2])=[O:7])[CH2:13][CH2:12][C:11]=2[N:14]([CH2:18][O:19][CH2:20][CH2:21][Si:22]([CH3:25])([CH3:24])[CH3:23])[N:15]=1. The catalyst class is: 1.